From a dataset of Forward reaction prediction with 1.9M reactions from USPTO patents (1976-2016). Predict the product of the given reaction. (1) Given the reactants CCC([O:5][CH2:6][C:7]([C@:9]1([O:32]C(CC)=O)[C@@:13]2([CH3:30])[CH2:14][C@H:15]([OH:29])[C@:16]3([F:28])[C@:26]4([CH3:27])[C:20](=[CH:21][C:22]([CH:24]=[CH:25]4)=[O:23])[CH2:19][CH2:18][C@H:17]3[C@@H:12]2[CH2:11][C@@H:10]1[CH3:31])=[O:8])=O, predict the reaction product. The product is: [CH3:31][C@@H:10]1[C@:9]([OH:32])([C:7]([CH2:6][OH:5])=[O:8])[C@:13]2([CH3:30])[C@H:12]([C@H:17]3[C@:16]([F:28])([C@@H:15]([OH:29])[CH2:14]2)[C@:26]2([CH3:27])[C:20](=[CH:21][C:22]([CH:24]=[CH:25]2)=[O:23])[CH2:19][CH2:18]3)[CH2:11]1. (2) Given the reactants [NH:1]1[C:5]([C:6]2[CH:7]=[C:8]([NH:12][C:13]([CH:15]3[CH:19]([C:20]4[CH:25]=[CH:24][CH:23]=[C:22]([Cl:26])[C:21]=4[F:27])[C:18]([C:30]4[CH:35]=[CH:34][C:33]([Cl:36])=[CH:32][C:31]=4[F:37])([C:28]#[N:29])[CH:17]([CH2:38][C:39]([CH3:42])([CH3:41])[CH3:40])[NH:16]3)=[O:14])[CH:9]=[CH:10][CH:11]=2)=[N:4][N:3]=[N:2]1, predict the reaction product. The product is: [NH:4]1[C:5]([C:6]2[CH:7]=[C:8]([NH:12][C:13]([C@@H:15]3[C@@H:19]([C:20]4[CH:25]=[CH:24][CH:23]=[C:22]([Cl:26])[C:21]=4[F:27])[C@@:18]([C:30]4[CH:35]=[CH:34][C:33]([Cl:36])=[CH:32][C:31]=4[F:37])([C:28]#[N:29])[C@@H:17]([CH2:38][C:39]([CH3:42])([CH3:41])[CH3:40])[NH:16]3)=[O:14])[CH:9]=[CH:10][CH:11]=2)=[N:1][N:2]=[N:3]1.